Dataset: Reaction yield outcomes from USPTO patents with 853,638 reactions. Task: Predict the reaction yield, written as a fraction of the theoretical maximum amount of product (1.0 means a 100% yield; for example, 0.34 means a 34% yield). (1) The reactants are [F:1][C:2]1[N:10]=[C:9]2[C:5]([NH:6][CH:7]=[N:8]2)=[C:4]([Cl:11])[N:3]=1.[C:12]1(B(O)O)[CH:17]=[CH:16][CH:15]=[CH:14][CH:13]=1.C(N(CC)CC)C. The catalyst is O1CCOCC1.C(Cl)Cl.C([O-])(=O)C.[Cu+2].C([O-])(=O)C. The product is [F:1][C:2]1[N:10]=[C:9]2[C:5]([N:6]=[CH:7][N:8]2[C:12]2[CH:17]=[CH:16][CH:15]=[CH:14][CH:13]=2)=[C:4]([Cl:11])[N:3]=1. The yield is 0.240. (2) The reactants are Cl[C:2]1[NH:7][C:6](=[O:8])[N:5]2[CH:9]=[CH:10][N:11]=[C:4]2[CH:3]=1.CC1(C)C(C)(C)OB([C:20]2[CH:21]=[N:22][N:23]([CH2:25][O:26][CH2:27][CH2:28][Si:29]([CH3:32])([CH3:31])[CH3:30])[CH:24]=2)O1.[O-]P([O-])([O-])=O.[K+].[K+].[K+].CC(C1C=C(C(C)C)C(C2C=CC=CC=2P(C2CCCCC2)C2CCCCC2)=C(C(C)C)C=1)C. The catalyst is CCOC(C)=O.C1C=CC(/C=C/C(/C=C/C2C=CC=CC=2)=O)=CC=1.C1C=CC(/C=C/C(/C=C/C2C=CC=CC=2)=O)=CC=1.C1C=CC(/C=C/C(/C=C/C2C=CC=CC=2)=O)=CC=1.[Pd].[Pd].CCOCC. The product is [CH3:30][Si:29]([CH3:32])([CH3:31])[CH2:28][CH2:27][O:26][CH2:25][N:23]1[CH:24]=[C:20]([C:2]2[NH:7][C:6](=[O:8])[N:5]3[CH:9]=[CH:10][N:11]=[C:4]3[CH:3]=2)[CH:21]=[N:22]1. The yield is 0.760. (3) The reactants are [Cl:1][C:2]1[CH:3]=[C:4]([C@H:9]2[CH2:14][C@@H:13]([C:15]3[O:19][NH:18][C:17](=[O:20])[CH:16]=3)[CH2:12][CH2:11][N:10]2[C:21]([O:23][CH3:24])=[O:22])[CH:5]=[C:6]([Cl:8])[CH:7]=1.CCCCCCC.CC(O)C. The catalyst is C(#N)C. The product is [Cl:1][C:2]1[CH:3]=[C:4]([C@H:9]2[CH2:14][C@@H:13]([C:15]3[O:19][NH:18][C:17](=[O:20])[CH:16]=3)[CH2:12][CH2:11][N:10]2[C:21]([O:23][CH3:24])=[O:22])[CH:5]=[C:6]([Cl:8])[CH:7]=1.[Cl:1][C:2]1[CH:3]=[C:4]([C@@H:9]2[CH2:14][C@H:13]([C:15]3[O:19][NH:18][C:17](=[O:20])[CH:16]=3)[CH2:12][CH2:11][N:10]2[C:21]([O:23][CH3:24])=[O:22])[CH:5]=[C:6]([Cl:8])[CH:7]=1. The yield is 0.500. (4) The reactants are [C:1]([CH:5]1[CH2:10][CH:9]([CH:11]=O)[C:8](=O)[CH2:7][CH2:6]1)([CH3:4])([CH3:3])[CH3:2].[Na].C([O-])(=O)C.[NH2+]1CCCCC1.[N+:25]([CH2:28][C:29]([NH2:31])=[O:30])([O-:27])=[O:26]. The catalyst is O. The product is [C:1]([CH:5]1[CH2:6][CH2:7][C:8]2[N:31]=[C:29]([OH:30])[C:28]([N+:25]([O-:27])=[O:26])=[CH:11][C:9]=2[CH2:10]1)([CH3:2])([CH3:3])[CH3:4]. The yield is 0.440. (5) The reactants are CCN(CC)CC.[NH2:8][C:9]1[CH:14]=[C:13]([C:15]([CH3:18])([CH3:17])[CH3:16])[CH:12]=[CH:11][C:10]=1[C:19](=[O:21])[CH3:20].[CH2:22]([O:24][C:25](=[O:30])[CH2:26][C:27](Cl)=[O:28])[CH3:23].CCCCCC. The catalyst is C(Cl)Cl.O. The product is [CH2:22]([O:24][C:25](=[O:30])[CH2:26][C:27]([NH:8][C:9]1[CH:14]=[C:13]([C:15]([CH3:17])([CH3:16])[CH3:18])[CH:12]=[CH:11][C:10]=1[C:19](=[O:21])[CH3:20])=[O:28])[CH3:23]. The yield is 0.600.